This data is from Forward reaction prediction with 1.9M reactions from USPTO patents (1976-2016). The task is: Predict the product of the given reaction. Given the reactants [Cl:1][C:2]1[CH:7]=[CH:6][C:5]([NH2:8])=[CH:4][C:3]=1[C:9]1[O:10][C:11]2[CH:17]=[CH:16][C:15]([CH3:18])=[CH:14][C:12]=2[N:13]=1.[Cl:19][C:20]1[CH:21]=[C:22]([CH:26]=[CH:27][C:28]=1[Cl:29])[C:23](Cl)=[O:24], predict the reaction product. The product is: [Cl:19][C:20]1[CH:21]=[C:22]([CH:26]=[CH:27][C:28]=1[Cl:29])[C:23]([NH:8][C:5]1[CH:6]=[CH:7][C:2]([Cl:1])=[C:3]([C:9]2[O:10][C:11]3[CH:17]=[CH:16][C:15]([CH3:18])=[CH:14][C:12]=3[N:13]=2)[CH:4]=1)=[O:24].